From a dataset of Full USPTO retrosynthesis dataset with 1.9M reactions from patents (1976-2016). Predict the reactants needed to synthesize the given product. (1) Given the product [NH2:20][C:2]1[C:7]([N+:8]([O-:10])=[O:9])=[C:6]([O:11][CH2:12][CH2:13][C:14]2[CH:19]=[CH:18][CH:17]=[CH:16][CH:15]=2)[CH:5]=[CH:4][N:3]=1, predict the reactants needed to synthesize it. The reactants are: F[C:2]1[C:7]([N+:8]([O-:10])=[O:9])=[C:6]([O:11][CH2:12][CH2:13][C:14]2[CH:19]=[CH:18][CH:17]=[CH:16][CH:15]=2)[CH:5]=[CH:4][N:3]=1.[NH3:20]. (2) The reactants are: [N:1]1[CH:6]=[CH:5][CH:4]=[C:3]([C:7]2[CH:20]=[CH:19][C:18]3[O:17][C:16]4[CH:15]=[CH:14][NH:13][C:12](=[O:21])[C:11]=4[C:10](=O)[C:9]=3[CH:8]=2)[CH:2]=1.[CH3:23][Mg]Br.C1(C)C=CC(S([O-])(=O)=O)=CC=1.[NH+]1C=CC=CC=1. Given the product [CH2:23]=[C:10]1[C:11]2[C:12](=[O:21])[NH:13][CH:14]=[CH:15][C:16]=2[O:17][C:18]2[CH:19]=[CH:20][C:7]([C:3]3[CH:2]=[N:1][CH:6]=[CH:5][CH:4]=3)=[CH:8][C:9]1=2, predict the reactants needed to synthesize it. (3) Given the product [OH-:1].[CH2:4]([N+:8]1[CH:12]=[CH:11][N:10]([CH3:13])[CH:9]=1)[CH2:5][CH2:6][CH3:7], predict the reactants needed to synthesize it. The reactants are: [OH-:1].[Na+].[Cl-].[CH2:4]([N+:8]1[CH:12]=[CH:11][N:10]([CH3:13])[CH:9]=1)[CH2:5][CH2:6][CH3:7]. (4) Given the product [Cl:7][C:8]1[CH:9]=[CH:10][C:11]([C:14]2[O:18][CH:17]=[N:16][C:15]=2[CH2:19][OH:20])=[CH:12][CH:13]=1, predict the reactants needed to synthesize it. The reactants are: [H-].[Al+3].[Li+].[H-].[H-].[H-].[Cl:7][C:8]1[CH:13]=[CH:12][C:11]([C:14]2[O:18][CH:17]=[N:16][C:15]=2[C:19](OC)=[O:20])=[CH:10][CH:9]=1.O.[OH-].[Na+]. (5) Given the product [F:1][C:2]1[CH:7]=[CH:6][C:5]([C:8]2[C:17]([N:18]3[C:27]4[C:22](=[CH:23][CH:24]=[C:25]([O:28][CH3:29])[CH:26]=4)[CH2:21][CH2:20][CH2:19]3)=[N:16][C:15]3[C:10](=[CH:11][CH:12]=[C:13]([C:30]([OH:32])=[O:31])[CH:14]=3)[N:9]=2)=[CH:4][CH:3]=1, predict the reactants needed to synthesize it. The reactants are: [F:1][C:2]1[CH:7]=[CH:6][C:5]([C:8]2[C:17]([N:18]3[C:27]4[C:22](=[CH:23][CH:24]=[C:25]([O:28][CH3:29])[CH:26]=4)[CH2:21][CH2:20][CH2:19]3)=[N:16][C:15]3[C:10](=[CH:11][CH:12]=[C:13]([C:30]([O:32]C)=[O:31])[CH:14]=3)[N:9]=2)=[CH:4][CH:3]=1.[OH-].[Na+].CC(O)=O. (6) Given the product [Br:5][CH2:6][C:7]1[CH:8]=[C:9]([CH2:14][CH2:15][OH:16])[CH:10]=[C:11]([F:13])[CH:12]=1, predict the reactants needed to synthesize it. The reactants are: CSC.B.[Br:5][CH2:6][C:7]1[CH:8]=[C:9]([CH2:14][C:15](O)=[O:16])[CH:10]=[C:11]([F:13])[CH:12]=1. (7) Given the product [Br:1][C:2]1[CH:16]=[CH:15][C:5]2[N:6]=[C:7]([N:9]3[CH2:23][N:22]([CH3:27])[CH2:21][N:12]([CH2:13][CH3:14])[C:10]3=[O:11])[S:8][C:4]=2[CH:3]=1, predict the reactants needed to synthesize it. The reactants are: [Br:1][C:2]1[CH:16]=[CH:15][C:5]2[N:6]=[C:7]([NH:9][C:10]([NH:12][CH2:13][CH3:14])=[O:11])[S:8][C:4]=2[CH:3]=1.CN.C=O.[CH3:21][N:22]1[CH2:27]COC[CH2:23]1. (8) Given the product [S:19]([C:14]1[CH:13]=[CH:18][C:17]([CH3:2])=[CH:16][CH:15]=1)([O-:22])(=[O:20])=[O:21].[CH2:2]([N+:6]1[CH:10]=[CH:9][N:8]([CH3:11])[CH:7]=1)[CH2:3][CH2:4][CH3:5], predict the reactants needed to synthesize it. The reactants are: [Cl-].[CH2:2]([N+:6]1[CH:10]=[CH:9][N:8]([CH3:11])[CH:7]=1)[CH2:3][CH2:4][CH3:5].O.[C:13]1(C)[C:14]([S:19]([OH:22])(=[O:21])=[O:20])=[CH:15][CH:16]=[CH:17][CH:18]=1.Cl.O.O1CCOCC1.